This data is from Full USPTO retrosynthesis dataset with 1.9M reactions from patents (1976-2016). The task is: Predict the reactants needed to synthesize the given product. (1) Given the product [F:30][C:31]([F:36])([F:35])[C:32]([OH:34])=[O:33].[F:1][C:2]1[CH:29]=[CH:28][C:5]([NH:6][C:7]2[CH:19]=[C:18]([C:20]3[CH:21]=[CH:22][C:23]([O:26][CH3:27])=[N:24][CH:25]=3)[CH:17]=[CH:16][C:8]=2[C:9]([OH:11])=[O:10])=[CH:4][CH:3]=1, predict the reactants needed to synthesize it. The reactants are: [F:1][C:2]1[CH:29]=[CH:28][C:5]([NH:6][C:7]2[CH:19]=[C:18]([C:20]3[CH:21]=[CH:22][C:23]([O:26][CH3:27])=[N:24][CH:25]=3)[CH:17]=[CH:16][C:8]=2[C:9]([O:11]C(C)(C)C)=[O:10])=[CH:4][CH:3]=1.[F:30][C:31]([F:36])([F:35])[C:32]([OH:34])=[O:33]. (2) Given the product [F:26][C:25]1[C:8]2[O:41][N:40]=[C:33]([C:34]3[CH:35]=[CH:36][CH:37]=[CH:38][CH:39]=3)[C:9]=2[CH:10]=[C:11]2[C:24]=1[N:23]1[CH2:27][C@@H:28]([CH3:32])[O:29][C@@H:30]([CH3:31])[C@@H:22]1[C:13]1([C:14](=[O:21])[NH:15][C:16](=[O:20])[NH:17][C:18]1=[O:19])[CH2:12]2, predict the reactants needed to synthesize it. The reactants are: C([O-])([O-])=O.[Cs+].[Cs+].F[C:8]1[C:25]([F:26])=[C:24]2[C:11]([CH2:12][C:13]3([C@H:22]4[C@H:30]([CH3:31])[O:29][C@H:28]([CH3:32])[CH2:27][N:23]42)[C:18](=[O:19])[NH:17][C:16](=[O:20])[NH:15][C:14]3=[O:21])=[CH:10][C:9]=1/[C:33](=[N:40]/[OH:41])/[C:34]1[CH:39]=[CH:38][CH:37]=[CH:36][CH:35]=1. (3) Given the product [CH2:1]([C:5]1=[CH:6][N:7]([C:24]([CH3:26])([CH3:25])[CH3:27])[S:8]/[C:9]/1=[N:10]\[C:11]([C@:13]1([OH:28])[CH2:18][CH2:17][C@@:16]([CH3:22])([C:15]([OH:14])=[O:23])[C:19]1([CH3:20])[CH3:21])=[O:12])[CH2:2][CH2:3][CH3:4], predict the reactants needed to synthesize it. The reactants are: [CH2:1]([C:5]1=[CH:6][N:7]([C:24]([CH3:27])([CH3:26])[CH3:25])[S:8]/[C:9]/1=[N:10]\[C:11]([C@@:13]12[C:19]([CH3:21])([CH3:20])[C@@:16]([CH3:22])([CH2:17][CH2:18]1)[C:15](=[O:23])[O:14]2)=[O:12])[CH2:2][CH2:3][CH3:4].[OH-:28].[K+].Cl. (4) Given the product [OH:58][CH2:57][C:53]1([C:52]([N:3]2[C@@H:2]([CH3:1])[C:8]3[CH:9]=[CH:10][C:11]([C:13]([O:15][CH2:16][CH3:17])=[O:14])=[CH:12][C:7]=3[O:6][CH2:5][CH2:4]2)=[O:51])[CH2:56][O:55][CH2:54]1, predict the reactants needed to synthesize it. The reactants are: [CH3:1][C@H:2]1[C:8]2[CH:9]=[CH:10][C:11]([C:13]([O:15][CH2:16][CH3:17])=[O:14])=[CH:12][C:7]=2[O:6][CH2:5][CH2:4][NH:3]1.CN(C(ON1N=NC2C=CC=NC1=2)=[N+](C)C)C.F[P-](F)(F)(F)(F)F.CCN(C(C)C)C(C)C.[OH:51][CH2:52][C:53]1([C:57](O)=[O:58])[CH2:56][O:55][CH2:54]1. (5) Given the product [CH3:11][C:4]1[N:3]=[C:2]([N:1]([C:12]([O:14][C:15]([CH3:18])([CH3:17])[CH3:16])=[O:13])[C:12]([O:14][C:15]([CH3:18])([CH3:17])[CH3:16])=[O:27])[CH:7]=[CH:6][C:5]=1[N+:8]([O-:10])=[O:9], predict the reactants needed to synthesize it. The reactants are: [NH2:1][C:2]1[CH:7]=[CH:6][C:5]([N+:8]([O-:10])=[O:9])=[C:4]([CH3:11])[N:3]=1.[C:12](O[C:12]([O:14][C:15]([CH3:18])([CH3:17])[CH3:16])=[O:13])([O:14][C:15]([CH3:18])([CH3:17])[CH3:16])=[O:13].[OH2:27].